From a dataset of Catalyst prediction with 721,799 reactions and 888 catalyst types from USPTO. Predict which catalyst facilitates the given reaction. Reactant: Br[C:2]1[C:3]([O:17][CH3:18])=[C:4]([C:13]([O:15][CH3:16])=[O:14])[C:5]2[N:6]=[CH:7][C:8](=[O:12])[NH:9][C:10]=2[CH:11]=1.C([Sn](CCCC)(CCCC)[C:24]1[CH:29]=[CH:28][CH:27]=[CH:26][N:25]=1)CCC. Product: [CH3:18][O:17][C:3]1[C:2]([C:24]2[CH:29]=[CH:28][CH:27]=[CH:26][N:25]=2)=[CH:11][C:10]2[NH:9][C:8](=[O:12])[CH:7]=[N:6][C:5]=2[C:4]=1[C:13]([O:15][CH3:16])=[O:14]. The catalyst class is: 77.